Predict the product of the given reaction. From a dataset of Forward reaction prediction with 1.9M reactions from USPTO patents (1976-2016). Given the reactants [Cl:1][C:2]1[CH:7]=[CH:6][C:5]([N:8]([C@H:12]2[C:21]3[C:16](=[CH:17][CH:18]=[CH:19][CH:20]=3)[N:15]([C:22](=[O:31])[C:23]3[CH:28]=[CH:27][C:26]([OH:29])=[C:25]([F:30])[CH:24]=3)[C@@H:14]([CH3:32])[CH2:13]2)[C:9](=[O:11])[CH3:10])=[CH:4][CH:3]=1.C([O-])([O-])=O.[Cs+].[Cs+].Br[CH2:40][CH2:41][C:42]([CH3:48])([CH3:47])[C:43]([O:45][CH3:46])=[O:44], predict the reaction product. The product is: [C:9]([N:8]([C:5]1[CH:4]=[CH:3][C:2]([Cl:1])=[CH:7][CH:6]=1)[C@H:12]1[C:21]2[C:16](=[CH:17][CH:18]=[CH:19][CH:20]=2)[N:15]([C:22]([C:23]2[CH:28]=[CH:27][C:26]([O:29][CH2:40][CH2:41][C:42]([CH3:48])([CH3:47])[C:43]([O:45][CH3:46])=[O:44])=[C:25]([F:30])[CH:24]=2)=[O:31])[C@@H:14]([CH3:32])[CH2:13]1)(=[O:11])[CH3:10].